Dataset: Full USPTO retrosynthesis dataset with 1.9M reactions from patents (1976-2016). Task: Predict the reactants needed to synthesize the given product. (1) Given the product [CH2:1]([N:8]1[CH2:13][CH2:12][N:11]([CH2:16][C:17]#[N:18])[CH:10]([CH3:14])[CH2:9]1)[C:2]1[CH:3]=[CH:4][CH:5]=[CH:6][CH:7]=1, predict the reactants needed to synthesize it. The reactants are: [CH2:1]([N:8]1[CH2:13][CH2:12][NH:11][CH:10]([CH3:14])[CH2:9]1)[C:2]1[CH:7]=[CH:6][CH:5]=[CH:4][CH:3]=1.Br[CH2:16][C:17]#[N:18]. (2) Given the product [F:25][C:26]([F:36])([F:37])[C:27]1[CH:28]=[CH:29][C:30]([C@H:33]([OH:35])[CH3:34])=[CH:31][CH:32]=1, predict the reactants needed to synthesize it. The reactants are: B1(C)OC(C2C=CC=CC=2)(C2C=CC=CC=2)[C@H]2N1CCC2.S(C)C.[F:25][C:26]([F:37])([F:36])[C:27]1[CH:32]=[CH:31][C:30]([C:33](=[O:35])[CH3:34])=[CH:29][CH:28]=1.Cl. (3) Given the product [C:19]([O:18][C:16]([NH:15][CH2:14][C@H:13]([O:23][CH2:24][C:25]1[CH:30]=[CH:29][C:28]([O:31][CH3:32])=[C:27]([O:33][CH3:34])[CH:26]=1)[CH2:12][OH:11])=[O:17])([CH3:22])([CH3:21])[CH3:20], predict the reactants needed to synthesize it. The reactants are: C([Si]([O:11][CH2:12][C@@H:13]([O:23][CH2:24][C:25]1[CH:30]=[CH:29][C:28]([O:31][CH3:32])=[C:27]([O:33][CH3:34])[CH:26]=1)[CH2:14][NH:15][C:16]([O:18][C:19]([CH3:22])([CH3:21])[CH3:20])=[O:17])(C(C)C)C(C)C)(C)C.C1COCC1.CCCC[N+](CCCC)(CCCC)CCCC.[F-].C1COCC1.C(O)(=O)CC(CC(O)=O)(C(O)=O)O. (4) Given the product [CH2:27]([O:26][C:24]([C:17]1[CH:18]=[CH:19][C:20]2[C:21]3[C:13](=[CH:12][C:11]([C:9]([O:8][CH2:1][C:2]4[CH:7]=[CH:6][CH:5]=[CH:4][CH:3]=4)=[O:10])=[CH:23][CH:22]=3)[CH:14]([CH:34]=[O:35])[C:15]=2[CH:16]=1)=[O:25])[C:28]1[CH:29]=[CH:30][CH:31]=[CH:32][CH:33]=1, predict the reactants needed to synthesize it. The reactants are: [CH2:1]([O:8][C:9]([C:11]1[CH:23]=[CH:22][C:21]2[C:20]3[C:15](=[CH:16][C:17]([C:24]([O:26][CH2:27][C:28]4[CH:33]=[CH:32][CH:31]=[CH:30][CH:29]=4)=[O:25])=[CH:18][CH:19]=3)[CH2:14][C:13]=2[CH:12]=1)=[O:10])[C:2]1[CH:7]=[CH:6][CH:5]=[CH:4][CH:3]=1.[CH:34](OCC1C=CC=CC=1)=[O:35].CC(C)([O-])C.[K+].